From a dataset of Reaction yield outcomes from USPTO patents with 853,638 reactions. Predict the reaction yield, written as a fraction of the theoretical maximum amount of product (1.0 means a 100% yield; for example, 0.34 means a 34% yield). (1) The reactants are Br[C:2]1[CH:9]=[C:8]([N:10]2[C:18]3[CH2:17][C:16]([CH3:20])([CH3:19])[CH2:15][C:14](=[O:21])[C:13]=3[C:12]([CH3:22])=[CH:11]2)[CH:7]=[CH:6][C:3]=1[C:4]#[N:5].[NH2:23][C@H:24]1[CH2:29][CH2:28][C@H:27]([OH:30])[CH2:26][CH2:25]1.CC(C)([O-:34])C.[Na+].C1(C)C=CC=CC=1. The catalyst is O.C([O-])(=O)C.[Pd+2].C([O-])(=O)C.C1(P(C2C=CC=CC=2)[C-]2C=CC=C2)C=CC=CC=1.[C-]1(P(C2C=CC=CC=2)C2C=CC=CC=2)C=CC=C1.[Fe+2].CS(C)=O.C(O)C. The product is [OH:30][C@H:27]1[CH2:28][CH2:29][C@H:24]([NH:23][C:2]2[CH:9]=[C:8]([N:10]3[C:18]4[CH2:17][C:16]([CH3:20])([CH3:19])[CH2:15][C:14](=[O:21])[C:13]=4[C:12]([CH3:22])=[CH:11]3)[CH:7]=[CH:6][C:3]=2[C:4]([NH2:5])=[O:34])[CH2:25][CH2:26]1. The yield is 0.470. (2) The reactants are [Cl:1][C:2]1[N:7]=[CH:6][C:5]([S:8][C:9]2[N:13]([C:14]3[CH:19]=[CH:18][CH:17]=[CH:16][C:15]=3[CH3:20])[N:12]=[C:11]([C:21](OCC)=[O:22])[CH:10]=2)=[CH:4][CH:3]=1.[CH3:26][NH2:27].CO. The catalyst is CO. The product is [Cl:1][C:2]1[N:7]=[CH:6][C:5]([S:8][C:9]2[N:13]([C:14]3[CH:19]=[CH:18][CH:17]=[CH:16][C:15]=3[CH3:20])[N:12]=[C:11]([C:21]([NH:27][CH3:26])=[O:22])[CH:10]=2)=[CH:4][CH:3]=1. The yield is 0.820. (3) The reactants are [Si]([O:8][C@H:9]1[CH2:14][C@H:13]([N:15]2[CH:23]=[N:22][C:21]3[C:16]2=[N:17][CH:18]=[N:19][C:20]=3[NH2:24])[CH:12]=[CH:11][C@@H:10]1[CH2:25][O:26][Si](C(C)(C)C)(C)C)(C(C)(C)C)(C)C. The catalyst is C(O)(C(F)(F)F)=O.O. The product is [OH:8][C@H:9]1[CH2:14][C@H:13]([N:15]2[CH:23]=[N:22][C:21]3[C:16]2=[N:17][CH:18]=[N:19][C:20]=3[NH2:24])[CH:12]=[CH:11][C@@H:10]1[CH2:25][OH:26]. The yield is 0.540. (4) The reactants are C([O:3][C:4]([CH:6]1[CH2:15][CH2:14][C:9]2([O:13][CH2:12][CH2:11][O:10]2)[CH2:8][CH2:7]1)=O)C.[H-].[Al+3].[Li+].[H-].[H-].[H-]. The catalyst is O1CCCC1. The product is [O:10]1[C:9]2([CH2:14][CH2:15][CH:6]([CH2:4][OH:3])[CH2:7][CH2:8]2)[O:13][CH2:12][CH2:11]1. The yield is 0.999. (5) The reactants are [F:1][C:2]([F:11])([F:10])[C:3]1[N:8]=[C:7]([NH2:9])[CH:6]=[CH:5][CH:4]=1.C[Al](C)C.[F:16][C:17]1[CH:22]=[CH:21][C:20]([N:23]2[C:27]([CH3:28])=[C:26]([C:29](OCC)=[O:30])[N:25]=[N:24]2)=[CH:19][CH:18]=1.CO. The catalyst is O1CCOCC1. The product is [F:16][C:17]1[CH:18]=[CH:19][C:20]([N:23]2[C:27]([CH3:28])=[C:26]([C:29]([NH:9][C:7]3[CH:6]=[CH:5][CH:4]=[C:3]([C:2]([F:1])([F:10])[F:11])[N:8]=3)=[O:30])[N:25]=[N:24]2)=[CH:21][CH:22]=1. The yield is 0.350.